Dataset: Forward reaction prediction with 1.9M reactions from USPTO patents (1976-2016). Task: Predict the product of the given reaction. Given the reactants C(OC(=O)[N:7]([CH2:11][C@H:12]([C:32]1[CH:37]=[CH:36][C:35]([Cl:38])=[CH:34][CH:33]=1)[C:13]([N:15]1[CH2:20][CH2:19][N:18]([C:21]2[C:22]3[C@H:29]([CH3:30])[CH2:28][C@@H:27]([OH:31])[C:23]=3[N:24]=[CH:25][N:26]=2)[CH2:17][CH2:16]1)=[O:14])[CH:8]([CH3:10])[CH3:9])(C)(C)C.Cl, predict the reaction product. The product is: [ClH:38].[Cl:38][C:35]1[CH:36]=[CH:37][C:32]([C@@H:12]([CH2:11][NH:7][CH:8]([CH3:10])[CH3:9])[C:13]([N:15]2[CH2:16][CH2:17][N:18]([C:21]3[C:22]4[C@H:29]([CH3:30])[CH2:28][C@@H:27]([OH:31])[C:23]=4[N:24]=[CH:25][N:26]=3)[CH2:19][CH2:20]2)=[O:14])=[CH:33][CH:34]=1.